From a dataset of CYP2D6 inhibition data for predicting drug metabolism from PubChem BioAssay. Regression/Classification. Given a drug SMILES string, predict its absorption, distribution, metabolism, or excretion properties. Task type varies by dataset: regression for continuous measurements (e.g., permeability, clearance, half-life) or binary classification for categorical outcomes (e.g., BBB penetration, CYP inhibition). Dataset: cyp2d6_veith. The result is 0 (non-inhibitor). The drug is C[C@@]12CC[C@H](O)C[C@@H]1CC[C@@H]1[C@H]2CC[C@@]2(C)[C@@H](c3cc(C(F)(F)F)n[nH]3)CC[C@H]12.